Dataset: NCI-60 drug combinations with 297,098 pairs across 59 cell lines. Task: Regression. Given two drug SMILES strings and cell line genomic features, predict the synergy score measuring deviation from expected non-interaction effect. (1) Drug 1: CC1=CC2C(CCC3(C2CCC3(C(=O)C)OC(=O)C)C)C4(C1=CC(=O)CC4)C. Drug 2: C1=CC(=CC=C1CCCC(=O)O)N(CCCl)CCCl. Cell line: SK-MEL-5. Synergy scores: CSS=22.2, Synergy_ZIP=-5.38, Synergy_Bliss=-1.82, Synergy_Loewe=-15.7, Synergy_HSA=-10.1. (2) Drug 1: C1CC(=O)NC(=O)C1N2C(=O)C3=CC=CC=C3C2=O. Drug 2: C1CNP(=O)(OC1)N(CCCl)CCCl. Cell line: OVCAR-8. Synergy scores: CSS=-1.97, Synergy_ZIP=0.436, Synergy_Bliss=-0.553, Synergy_Loewe=-1.17, Synergy_HSA=-1.32. (3) Drug 1: C1=C(C(=O)NC(=O)N1)N(CCCl)CCCl. Drug 2: COC1=C2C(=CC3=C1OC=C3)C=CC(=O)O2. Cell line: BT-549. Synergy scores: CSS=20.3, Synergy_ZIP=-4.67, Synergy_Bliss=-0.577, Synergy_Loewe=-9.26, Synergy_HSA=-1.68. (4) Drug 1: CC1C(C(CC(O1)OC2CC(CC3=C2C(=C4C(=C3O)C(=O)C5=C(C4=O)C(=CC=C5)OC)O)(C(=O)C)O)N)O.Cl. Drug 2: C1=CC=C(C(=C1)C(C2=CC=C(C=C2)Cl)C(Cl)Cl)Cl. Cell line: NCI-H460. Synergy scores: CSS=38.2, Synergy_ZIP=1.60, Synergy_Bliss=3.90, Synergy_Loewe=-43.7, Synergy_HSA=3.95.